Dataset: Reaction yield outcomes from USPTO patents with 853,638 reactions. Task: Predict the reaction yield, written as a fraction of the theoretical maximum amount of product (1.0 means a 100% yield; for example, 0.34 means a 34% yield). The reactants are [CH2:1]([C:3]1[C:8]([C:9]#[N:10])=[CH:7][N:6]=[CH:5][N:4]=1)[CH3:2].[OH-].[NH4+]. The catalyst is CO.[Ni]. The product is [CH2:1]([C:3]1[C:8]([CH2:9][NH2:10])=[CH:7][N:6]=[CH:5][N:4]=1)[CH3:2]. The yield is 0.590.